Predict the product of the given reaction. From a dataset of Forward reaction prediction with 1.9M reactions from USPTO patents (1976-2016). (1) Given the reactants [Cl:1][C:2]1[CH:19]=[CH:18][C:5]([CH2:6][N:7]2[C:15]3[C:10](=[CH:11][C:12]([CH:16]=O)=[CH:13][CH:14]=3)[CH:9]=[N:8]2)=[C:4]([C:20]([F:23])([F:22])[F:21])[CH:3]=1.[O:24]=[C:25]1[CH2:29][S:28][C:27]([N:30]2[CH2:35][CH2:34][CH:33]([C:36]([NH:38][S:39]([N:42]3[CH2:46][CH2:45][CH2:44][CH2:43]3)(=[O:41])=[O:40])=[O:37])[CH2:32][CH2:31]2)=[N:26]1, predict the reaction product. The product is: [Cl:1][C:2]1[CH:19]=[CH:18][C:5]([CH2:6][N:7]2[C:15]3[C:10](=[CH:11][C:12]([CH:16]=[C:29]4[S:28][C:27]([N:30]5[CH2:31][CH2:32][CH:33]([C:36]([NH:38][S:39]([N:42]6[CH2:46][CH2:45][CH2:44][CH2:43]6)(=[O:41])=[O:40])=[O:37])[CH2:34][CH2:35]5)=[N:26][C:25]4=[O:24])=[CH:13][CH:14]=3)[CH:9]=[N:8]2)=[C:4]([C:20]([F:21])([F:23])[F:22])[CH:3]=1. (2) Given the reactants [S:1]1[C:5]([CH:6]=[C:7]([C:10]#[N:11])[C:8]#[N:9])=[CH:4][CH:3]=[C:2]1[C:12]1[S:13][CH:14]=[CH:15][CH:16]=1.[Br:17]N1C(=O)CCC1=O, predict the reaction product. The product is: [Br:17][C:14]1[S:13][C:12]([C:2]2[S:1][C:5]([CH:6]=[C:7]([C:10]#[N:11])[C:8]#[N:9])=[CH:4][CH:3]=2)=[CH:16][CH:15]=1. (3) Given the reactants C[O:2][C:3]([CH:5]1[CH2:9][N:8]([S:10]([CH:13]([CH3:15])[CH3:14])(=[O:12])=[O:11])[C:7](=[O:16])[N:6]1[C:17]1[CH:22]=[CH:21][C:20]([F:23])=[CH:19][C:18]=1[F:24])=[O:4].[OH-].[Li+], predict the reaction product. The product is: [F:24][C:18]1[CH:19]=[C:20]([F:23])[CH:21]=[CH:22][C:17]=1[N:6]1[CH:5]([C:3]([OH:4])=[O:2])[CH2:9][N:8]([S:10]([CH:13]([CH3:14])[CH3:15])(=[O:12])=[O:11])[C:7]1=[O:16]. (4) Given the reactants N1C=CC=CC=1[C:7]1[CH:12]=[CH:11]C=CN=1.[Cl:13][C:14]1[N:19]=[CH:18][C:17]2[CH:20]=[CH:21][NH:22][C:16]=2[CH:15]=1.C1(B(O)O)CC1.C(=O)([O-])[O-].[Na+].[Na+], predict the reaction product. The product is: [Cl:13][C:14]1[N:19]=[CH:18][C:17]2[CH:20]=[CH:21][N:22]([CH:11]3[CH2:12][CH2:7]3)[C:16]=2[CH:15]=1. (5) Given the reactants [Si:1]([O:8][CH2:9][CH2:10][OH:11])([C:4]([CH3:7])([CH3:6])[CH3:5])([CH3:3])[CH3:2].[C:12]([N:15]1[C:24]2[C:19](=[CH:20][C:21](Br)=[CH:22][CH:23]=2)[C@H:18]([NH:26][C:27](=[O:36])[O:28][CH2:29][C:30]2[CH:35]=[CH:34][CH:33]=[CH:32][CH:31]=2)[C@@H:17]([CH3:37])[C@@H:16]1[CH:38]1[CH2:40][CH2:39]1)(=[O:14])[CH3:13].C12(P(C34CC5CC(CC(C5)C3)C4)C3N(C4C(C5C=CC=CC=5)=NN(C5C=CC=CC=5)C=4C4C=CC=CC=4)N=CC=3)CC3CC(CC(C3)C1)C2.C([O-])([O-])=O.[Cs+].[Cs+], predict the reaction product. The product is: [C:12]([N:15]1[C:24]2[C:19](=[CH:20][C:21]([O:11][CH2:10][CH2:9][O:8][Si:1]([C:4]([CH3:6])([CH3:7])[CH3:5])([CH3:3])[CH3:2])=[CH:22][CH:23]=2)[C@H:18]([NH:26][C:27](=[O:36])[O:28][CH2:29][C:30]2[CH:35]=[CH:34][CH:33]=[CH:32][CH:31]=2)[C@@H:17]([CH3:37])[C@@H:16]1[CH:38]1[CH2:39][CH2:40]1)(=[O:14])[CH3:13]. (6) Given the reactants [CH3:1][C:2]([O:5][C:6]([NH:8][C:9]([CH3:14])([C:11]([OH:13])=O)[CH3:10])=[O:7])([CH3:4])[CH3:3].CCN(C(C)C)C(C)C.CN(C(ON1N=NC2C=CC=CC1=2)=[N+](C)C)C.[B-](F)(F)(F)F.[CH3:46][O:47][C:48]1[CH:49]=[C:50]([O:54][C:55]2[CH:60]=[CH:59][C:58]([NH2:61])=[CH:57][CH:56]=2)[CH:51]=[CH:52][CH:53]=1, predict the reaction product. The product is: [CH3:14][C:9]([NH:8][C:6](=[O:7])[O:5][C:2]([CH3:1])([CH3:3])[CH3:4])([CH3:10])[C:11]([NH:61][C:58]1[CH:57]=[CH:56][C:55]([O:54][C:50]2[CH:51]=[CH:52][CH:53]=[C:48]([O:47][CH3:46])[CH:49]=2)=[CH:60][CH:59]=1)=[O:13]. (7) Given the reactants [F:1][C:2]([F:25])([F:24])[C:3]1[CH:4]=[C:5]([NH:13][C:14](=[O:23])[C:15]2[CH:20]=[C:19]([Cl:21])[CH:18]=[CH:17][C:16]=2[OH:22])[CH:6]=[C:7]([C:9]([F:12])([F:11])[F:10])[CH:8]=1.[CH2:26](Br)[C:27]1[CH:32]=[CH:31][CH:30]=[CH:29][CH:28]=1.C(=O)([O-])[O-].[K+].[K+], predict the reaction product. The product is: [CH2:26]([O:22][C:16]1[CH:17]=[CH:18][C:19]([Cl:21])=[CH:20][C:15]=1[C:14]([NH:13][C:5]1[CH:6]=[C:7]([C:9]([F:10])([F:11])[F:12])[CH:8]=[C:3]([C:2]([F:1])([F:24])[F:25])[CH:4]=1)=[O:23])[C:27]1[CH:32]=[CH:31][CH:30]=[CH:29][CH:28]=1. (8) Given the reactants [OH:1][C:2]1[C:3]([C:13]#[N:14])=[CH:4][C:5]2[C:6](=O)[CH2:7][CH2:8][CH2:9][C:10]=2[CH:11]=1.[Li+].[BH4-].O.Cl, predict the reaction product. The product is: [OH:1][C:2]1[C:3]([C:13]#[N:14])=[CH:4][C:5]2[CH:6]=[CH:7][CH2:8][CH2:9][C:10]=2[CH:11]=1. (9) Given the reactants [Cl:1][C:2]1[N:12]=[CH:11][C:10]([CH2:13][N:14]2[CH:18]=[C:17]([C:19]#[N:20])[C:16]([C:21]3[CH:26]=[CH:25][C:24]([C:27]#[N:28])=[CH:23][CH:22]=3)=[C:15]2[CH3:29])=[CH:9][C:3]=1[C:4]([O:6][CH2:7][CH3:8])=[O:5].[I-].CC=[N+]=CC.[Cl-].[Na+].[CH3:38][N:39]([CH:41]=O)[CH3:40], predict the reaction product. The product is: [Cl:1][C:2]1[N:12]=[CH:11][C:10]([CH2:13][N:14]2[C:15]([CH3:29])=[C:16]([C:21]3[CH:22]=[CH:23][C:24]([C:27]#[N:28])=[CH:25][CH:26]=3)[C:17]([C:19]#[N:20])=[C:18]2[CH2:38][N:39]([CH3:41])[CH3:40])=[CH:9][C:3]=1[C:4]([O:6][CH2:7][CH3:8])=[O:5].